From a dataset of Full USPTO retrosynthesis dataset with 1.9M reactions from patents (1976-2016). Predict the reactants needed to synthesize the given product. The reactants are: [CH2:1]([O:3][C:4]1[CH:13]=[C:12]2[C:7]([C:8]([NH:14][C:15]3[CH:20]=[CH:19][CH:18]=[C:17]([C:21]#[CH:22])[CH:16]=3)=[N:9][CH:10]=[N:11]2)=[CH:6][C:5]=1[NH2:23])[CH3:2].[Br:24][CH2:25]/[CH:26]=[CH:27]/[C:28](Cl)=[O:29].O. Given the product [Br:24][CH2:25]/[CH:26]=[CH:27]/[C:28]([NH:23][C:5]1[CH:6]=[C:7]2[C:12](=[CH:13][C:4]=1[O:3][CH2:1][CH3:2])[N:11]=[CH:10][N:9]=[C:8]2[NH:14][C:15]1[CH:20]=[CH:19][CH:18]=[C:17]([C:21]#[CH:22])[CH:16]=1)=[O:29], predict the reactants needed to synthesize it.